From a dataset of Forward reaction prediction with 1.9M reactions from USPTO patents (1976-2016). Predict the product of the given reaction. (1) Given the reactants [CH2:1]([O:8][C:9]([NH:11][C@@H:12]([C:16]1[CH:21]=[CH:20][CH:19]=[CH:18][CH:17]=1)[C:13]([OH:15])=O)=[O:10])[C:2]1[CH:7]=[CH:6][CH:5]=[CH:4][CH:3]=1.CN(C)C1C=CN=CC=1.C1(C)C=CC(S(O)(=O)=O)=CC=1.C(N=C=NC(C)C)(C)C.Cl.[F:52][C:53]1([F:58])[CH2:57][CH2:56][NH:55][CH2:54]1.C(N(CC)C(C)C)(C)C, predict the reaction product. The product is: [CH2:1]([O:8][C:9](=[O:10])[NH:11][C@@H:12]([C:16]1[CH:21]=[CH:20][CH:19]=[CH:18][CH:17]=1)[C:13]([N:55]1[CH2:56][CH2:57][C:53]([F:58])([F:52])[CH2:54]1)=[O:15])[C:2]1[CH:3]=[CH:4][CH:5]=[CH:6][CH:7]=1. (2) Given the reactants S(Cl)(Cl)=O.[CH3:5][O:6][C:7]1[CH:8]=[CH:9][C:10]2[N:11]([N:13]=[C:14]([C:26]3[CH:31]=[CH:30][CH:29]=[CH:28][CH:27]=3)[C:15]=2[CH2:16][C:17]2[N:22]=[C:21]([C:23]([NH2:25])=O)[CH:20]=[CH:19][CH:18]=2)[CH:12]=1.C(=O)(O)[O-].[Na+], predict the reaction product. The product is: [CH3:5][O:6][C:7]1[CH:8]=[CH:9][C:10]2[N:11]([N:13]=[C:14]([C:26]3[CH:31]=[CH:30][CH:29]=[CH:28][CH:27]=3)[C:15]=2[CH2:16][C:17]2[N:22]=[C:21]([C:23]#[N:25])[CH:20]=[CH:19][CH:18]=2)[CH:12]=1. (3) Given the reactants [C@H:1]12[CH2:6][C@H:5]1[CH2:4][NH:3][C@@H:2]2[CH2:7][NH:8][C:9](=[O:14])[C:10]([F:13])([F:12])[F:11].[NH2:15][C:16]1[S:17][C:18]([C:24]2[CH:29]=[CH:28][CH:27]=[C:26]([F:30])[CH:25]=2)=[C:19]([C:21](O)=[O:22])[N:20]=1, predict the reaction product. The product is: [NH2:15][C:16]1[S:17][C:18]([C:24]2[CH:29]=[CH:28][CH:27]=[C:26]([F:30])[CH:25]=2)=[C:19]([C:21]([N:3]2[CH2:4][C@H:5]3[C@H:1]([CH2:6]3)[C@H:2]2[CH2:7][NH:8][C:9](=[O:14])[C:10]([F:12])([F:11])[F:13])=[O:22])[N:20]=1. (4) Given the reactants [CH:1]12[CH2:10][CH:5]3[CH2:6][CH:7]([CH2:9][CH:3]([CH2:4]3)[CH:2]1[O:11][CH2:12][C:13]1[C:25](Cl)=[CH:24][C:16]([C:17]([NH:19][S:20]([CH3:23])(=[O:22])=[O:21])=[O:18])=[C:15]([F:27])[CH:14]=1)[CH2:8]2.[CH:28]1(B(O)O)[CH2:30][CH2:29]1.P([O-])([O-])([O-])=O.[K+].[K+].[K+].F[B-](F)(F)F.C1(P(C2CCCCC2)C2CCCCC2)CCCCC1.Cl, predict the reaction product. The product is: [CH:1]12[CH2:10][CH:5]3[CH2:6][CH:7]([CH2:9][CH:3]([CH2:4]3)[CH:2]1[O:11][CH2:12][C:13]1[C:25]([CH:28]3[CH2:30][CH2:29]3)=[CH:24][C:16]([C:17]([NH:19][S:20]([CH3:23])(=[O:22])=[O:21])=[O:18])=[C:15]([F:27])[CH:14]=1)[CH2:8]2. (5) Given the reactants [CH:1]1[C:13]2[C:12](=[O:14])[C:11]3[C:6](=[CH:7][CH:8]=[CH:9][CH:10]=3)[C:5]=2[C:4]([C:15](Cl)=[O:16])=[CH:3][CH:2]=1.CN1CCOCC1.[CH3:25][O:26][C:27]1[CH:28]=[C:29]([N:35]2[CH2:40][CH2:39][NH:38][CH2:37][CH2:36]2)[CH:30]=[C:31]([O:33][CH3:34])[CH:32]=1.F[P-](F)(F)(F)(F)F.N1(O[P+](N(C)C)(N(C)C)N(C)C)C2C=CC=CC=2N=N1, predict the reaction product. The product is: [CH3:25][O:26][C:27]1[CH:28]=[C:29]([N:35]2[CH2:36][CH2:37][N:38]([C:15]([C:4]3[C:5]4[C:6]5[C:11](=[CH:10][CH:9]=[CH:8][CH:7]=5)[C:12](=[O:14])[C:13]=4[CH:1]=[CH:2][CH:3]=3)=[O:16])[CH2:39][CH2:40]2)[CH:30]=[C:31]([O:33][CH3:34])[CH:32]=1. (6) The product is: [C:13]1([S:19]([CH2:2][C:3]2[O:4][C:5]3[CH:11]=[CH:10][CH:9]=[CH:8][C:6]=3[N:7]=2)(=[O:21])=[O:20])[CH:18]=[CH:17][CH:16]=[CH:15][CH:14]=1. Given the reactants Br[CH2:2][C:3]1[O:4][C:5]2[CH:11]=[CH:10][CH:9]=[CH:8][C:6]=2[N:7]=1.[Na+].[C:13]1([S:19]([O-:21])=[O:20])[CH:18]=[CH:17][CH:16]=[CH:15][CH:14]=1.C1OCCOCCOCCOCCOCCOC1, predict the reaction product. (7) Given the reactants Cl[C:2]1[CH:7]=[CH:6][C:5]([C:8]2[NH:12][N:11]=[CH:10][CH:9]=2)=[CH:4][C:3]=1[N+:13]([O-:15])=[O:14].[C:16]([NH:23][CH:24]1[CH2:29][CH2:28][NH:27][CH2:26][CH2:25]1)([O:18][C:19]([CH3:22])([CH3:21])[CH3:20])=[O:17], predict the reaction product. The product is: [N+:13]([C:3]1[CH:4]=[C:5]([C:8]2[NH:12][N:11]=[CH:10][CH:9]=2)[CH:6]=[CH:7][C:2]=1[N:27]1[CH2:26][CH2:25][CH:24]([NH:23][C:16](=[O:17])[O:18][C:19]([CH3:21])([CH3:20])[CH3:22])[CH2:29][CH2:28]1)([O-:15])=[O:14].